Dataset: Full USPTO retrosynthesis dataset with 1.9M reactions from patents (1976-2016). Task: Predict the reactants needed to synthesize the given product. (1) The reactants are: [OH:1][C@H:2]1[CH2:6][NH:5][CH2:4][C@H:3]1[CH2:7][NH:8][C:9]([C@@H:11]([NH:16][C:17]([C:19]1[S:20][C:21]2[CH:27]=[CH:26][CH:25]=[CH:24][C:22]=2[CH:23]=1)=[O:18])[CH2:12][CH:13]([CH3:15])[CH3:14])=[O:10].C([O-])(O)=O.[Na+].[Cl:33][C:34]1[CH:39]=[C:38]([F:40])[CH:37]=[CH:36][C:35]=1[S:41](Cl)(=[O:43])=[O:42].CC#N.CO. Given the product [Cl:33][C:34]1[CH:39]=[C:38]([F:40])[CH:37]=[CH:36][C:35]=1[S:41]([N:5]1[CH2:6][C@H:2]([OH:1])[C@H:3]([CH2:7][NH:8][C:9]([C@@H:11]([NH:16][C:17]([C:19]2[S:20][C:21]3[CH:27]=[CH:26][CH:25]=[CH:24][C:22]=3[CH:23]=2)=[O:18])[CH2:12][CH:13]([CH3:15])[CH3:14])=[O:10])[CH2:4]1)(=[O:43])=[O:42], predict the reactants needed to synthesize it. (2) Given the product [NH2:18][C:15]1[C:16]2[N:17]=[C:8]([C:6]3[CH:5]=[CH:4][NH:3][C:2](=[O:20])[CH:7]=3)[CH:9]=[CH:10][C:11]=2[N:12]=[CH:13][N:14]=1, predict the reactants needed to synthesize it. The reactants are: F[C:2]1[CH:7]=[C:6]([C:8]2[CH:9]=[CH:10][C:11]3[N:12]=[CH:13][N:14]=[C:15]([NH2:18])[C:16]=3[N:17]=2)[CH:5]=[CH:4][N:3]=1.Cl.[OH-:20].[Na+]. (3) The reactants are: C1N(CCCS(O)(=O)=O)CCOC1.C([O-])(=O)C.[Na+].C1N(CCS(O)(=O)=O)CCN(CCS(O)(=O)=O)C1.C1N(CCCS(O)(=O)=O)CCN(CCO)C1.C([O-])(=O)C.[O:57]=[CH:58][C@@H:59]([C@H:61]([C@@H:63]([C@@H:65]([CH2:67][OH:68])[OH:66])[OH:64])[OH:62])[OH:60]. Given the product [OH:57][CH2:58][C:59]([C@H:61]([C@@H:63]([C@@H:65]([CH2:67][OH:68])[OH:66])[OH:64])[OH:62])=[O:60], predict the reactants needed to synthesize it. (4) The reactants are: C([O:3][C:4](=O)[CH2:5][CH2:6][N:7]1[CH2:12][CH2:11][CH:10]([NH:13][C:14]2[N:18]([CH2:19][C:20]3[C:25]([OH:26])=[CH:24][CH:23]=[C:22]([CH3:27])[N:21]=3)[C:17]3[CH:28]=[C:29]([CH3:33])[CH:30]=[C:31]([CH3:32])[C:16]=3[N:15]=2)[CH2:9][CH2:8]1)C.O.C(OC(=O)C)C. Given the product [OH:3][CH2:4][CH2:5][CH2:6][N:7]1[CH2:12][CH2:11][CH:10]([NH:13][C:14]2[N:18]([CH2:19][C:20]3[C:25]([OH:26])=[CH:24][CH:23]=[C:22]([CH3:27])[N:21]=3)[C:17]3[CH:28]=[C:29]([CH3:33])[CH:30]=[C:31]([CH3:32])[C:16]=3[N:15]=2)[CH2:9][CH2:8]1, predict the reactants needed to synthesize it. (5) Given the product [F:20][C:21]([F:34])([F:33])[S:22]([O:12][C:1]1[CH:2]=[CH:3][CH:4]=[C:5]2[C:10]=1[CH:9]=[CH:8][CH:7]=[C:6]2[O:11][S:22]([C:21]([F:20])([F:33])[F:34])(=[O:23])=[O:24])(=[O:24])=[O:23], predict the reactants needed to synthesize it. The reactants are: [C:1]1([OH:12])[C:10]2[CH:9]=[CH:8][CH:7]=[C:6]([OH:11])[C:5]=2[CH:4]=[CH:3][CH:2]=1.C(N(CC)CC)C.[F:20][C:21]([F:34])([F:33])[S:22](O[S:22]([C:21]([F:34])([F:33])[F:20])(=[O:24])=[O:23])(=[O:24])=[O:23]. (6) Given the product [CH3:1][C:2]1[N:7]=[C:6]2[S:8][C:9]3[CH2:14][CH2:13][CH2:12][CH2:11][C:10]=3[C:5]2=[C:4]([C:15]2[O:16][C:17]3[CH:23]=[CH:22][CH:21]=[CH:20][C:18]=3[CH:19]=2)[C:3]=1[CH:24]([CH2:40][CH2:39][CH3:43])[C:25]([O:27][CH3:28])=[O:26], predict the reactants needed to synthesize it. The reactants are: [CH3:1][C:2]1[N:7]=[C:6]2[S:8][C:9]3[CH2:14][CH2:13][CH2:12][CH2:11][C:10]=3[C:5]2=[C:4]([C:15]2[O:16][C:17]3[CH:23]=[CH:22][CH:21]=[CH:20][C:18]=3[CH:19]=2)[C:3]=1[CH2:24][C:25]([O:27][CH3:28])=[O:26].[Li+].C[Si]([N-][Si](C)(C)C)(C)C.[CH2:39]1[CH2:43]OC[CH2:40]1.ICCC.